The task is: Predict the reaction yield, written as a fraction of the theoretical maximum amount of product (1.0 means a 100% yield; for example, 0.34 means a 34% yield).. This data is from Reaction yield outcomes from USPTO patents with 853,638 reactions. (1) The reactants are Br[CH2:2][C:3]1[CH:8]=[CH:7][C:6]([CH3:9])=[CH:5][CH:4]=1.[CH3:10][O:11][C:12]1[CH:17]=[CH:16][C:15]([N:18]2[CH2:23][CH2:22][N:21]([C:24]3[C:25]([CH3:38])=[C:26]([CH3:37])[C:27]4[O:31][C:30]([CH3:33])([CH3:32])[CH:29]([OH:34])[C:28]=4[C:35]=3[CH3:36])[CH2:20][CH2:19]2)=[CH:14][CH:13]=1.C(OC(C)C)(C)C.CO. No catalyst specified. The product is [CH3:10][O:11][C:12]1[CH:13]=[CH:14][C:15]([N:18]2[CH2:19][CH2:20][N:21]([C:24]3[C:25]([CH3:38])=[C:26]([CH3:37])[C:27]4[O:31][C:30]([CH3:33])([CH3:32])[CH:29]([O:34][CH2:2][C:3]5[CH:8]=[CH:7][C:6]([CH3:9])=[CH:5][CH:4]=5)[C:28]=4[C:35]=3[CH3:36])[CH2:22][CH2:23]2)=[CH:16][CH:17]=1. The yield is 0.680. (2) The reactants are [Cl:1][C:2]1[C:7]2[CH2:8][CH2:9][NH:10][C:6]=2[CH:5]=[CH:4][N:3]=1.CCN(CC)CC.[N:18]([C:21](Cl)=[O:22])([CH3:20])[CH3:19]. The catalyst is C(Cl)Cl.O. The product is [Cl:1][C:2]1[C:7]2[CH2:8][CH2:9][N:10]([C:21]([N:18]([CH3:20])[CH3:19])=[O:22])[C:6]=2[CH:5]=[CH:4][N:3]=1. The yield is 0.400. (3) The reactants are [CH:1]1([N:4]2[C:13]3[C:8](=[CH:9][CH:10]=[CH:11][CH:12]=3)[N:7]([C:14]([C:16]3[CH:17]=[N:18][CH:19]=[CH:20][C:21]=3[O:22][C:23]3[CH:28]=[C:27]([Cl:29])[C:26]([OH:30])=[CH:25][C:24]=3[Cl:31])=[O:15])[CH2:6][CH2:5]2)[CH2:3][CH2:2]1.[H-].[Na+].Br[CH2:35][C:36]([O:38][CH2:39][CH3:40])=[O:37]. The catalyst is CN(C)C=O. The product is [CH2:39]([O:38][C:36](=[O:37])[CH2:35][O:30][C:26]1[CH:25]=[C:24]([Cl:31])[C:23]([O:22][C:21]2[CH:20]=[CH:19][N:18]=[CH:17][C:16]=2[C:14]([N:7]2[C:8]3[C:13](=[CH:12][CH:11]=[CH:10][CH:9]=3)[N:4]([CH:1]3[CH2:2][CH2:3]3)[CH2:5][CH2:6]2)=[O:15])=[CH:28][C:27]=1[Cl:29])[CH3:40]. The yield is 0.810.